From a dataset of Reaction yield outcomes from USPTO patents with 853,638 reactions. Predict the reaction yield, written as a fraction of the theoretical maximum amount of product (1.0 means a 100% yield; for example, 0.34 means a 34% yield). The reactants are [Br:1][C:2]1[N:7]=[C:6]2[C:8]([CH3:28])=[C:9]([CH:11]([NH:18][C:19]3[CH:27]=[CH:26][C:22]([C:23](O)=[O:24])=[CH:21][CH:20]=3)[CH:12]3[CH2:17][CH2:16][CH2:15][CH2:14][CH2:13]3)[O:10][C:5]2=[CH:4][CH:3]=1.Cl.[CH2:30]([O:32][C:33](=[O:37])[CH2:34][CH2:35][NH2:36])[CH3:31].O.ON1C2C=CC=CC=2N=N1.Cl.C(N=C=NCCCN(C)C)C.[Cl-].[NH4+]. The catalyst is CN(C)C=O.C(N(CC)CC)C. The product is [Br:1][C:2]1[N:7]=[C:6]2[C:8]([CH3:28])=[C:9]([CH:11]([NH:18][C:19]3[CH:20]=[CH:21][C:22]([C:23]([NH:36][CH2:35][CH2:34][C:33]([O:32][CH2:30][CH3:31])=[O:37])=[O:24])=[CH:26][CH:27]=3)[CH:12]3[CH2:17][CH2:16][CH2:15][CH2:14][CH2:13]3)[O:10][C:5]2=[CH:4][CH:3]=1. The yield is 0.930.